This data is from Forward reaction prediction with 1.9M reactions from USPTO patents (1976-2016). The task is: Predict the product of the given reaction. (1) Given the reactants [OH:1][C:2]1[C:3]([C:14]2[O:15][C:16]([CH2:19][CH2:20][C:21](=[O:23])[CH3:22])=[CH:17][CH:18]=2)=[C:4]([CH2:9][C:10]([O:12]C)=[O:11])[CH:5]=[C:6]([OH:8])[CH:7]=1.[OH-].[Na+].Cl, predict the reaction product. The product is: [OH:1][C:2]1[C:3]([C:14]2[O:15][C:16]([CH2:19][CH2:20][C:21](=[O:23])[CH3:22])=[CH:17][CH:18]=2)=[C:4]([CH2:9][C:10]([OH:12])=[O:11])[CH:5]=[C:6]([OH:8])[CH:7]=1. (2) Given the reactants [C:1]([N:4]1[C:13]2[C:8](=[CH:9][C:10]([C:14]3[CH2:19][CH2:18][N:17](C(OC(C)(C)C)=O)[CH2:16][CH:15]=3)=[CH:11][CH:12]=2)[C@H:7]([NH:27][C:28]2[N:33]=[C:32]([CH3:34])[CH:31]=[CH:30][N:29]=2)[C@@H:6]([CH3:35])[C@@H:5]1[CH:36]1[CH2:38][CH2:37]1)(=[O:3])[CH3:2].Cl, predict the reaction product. The product is: [CH:36]1([C@H:5]2[C@H:6]([CH3:35])[C@@H:7]([NH:27][C:28]3[N:33]=[C:32]([CH3:34])[CH:31]=[CH:30][N:29]=3)[C:8]3[C:13](=[CH:12][CH:11]=[C:10]([C:14]4[CH2:19][CH2:18][NH:17][CH2:16][CH:15]=4)[CH:9]=3)[N:4]2[C:1](=[O:3])[CH3:2])[CH2:37][CH2:38]1.